This data is from Catalyst prediction with 721,799 reactions and 888 catalyst types from USPTO. The task is: Predict which catalyst facilitates the given reaction. (1) Reactant: [Cl:1][C:2]1[CH:13]=[CH:12][C:5]2[NH:6][C:7](=[O:11])[O:8][C:9](=[O:10])[C:4]=2[CH:3]=1.[C:14](=O)([O-])[O-].[Na+].[Na+].CI.O. Product: [Cl:1][C:2]1[CH:13]=[CH:12][C:5]2[N:6]([CH3:14])[C:7](=[O:11])[O:8][C:9](=[O:10])[C:4]=2[CH:3]=1. The catalyst class is: 9. (2) Reactant: [CH2:1]([Li])CCC.CCCCCC.CC1(C)CCCC(C)(C)N1.[Li]N1C(C)(C)CCCC1(C)C.[C:33]([O:50][CH:51]1[CH:56]([CH:57]([CH3:59])[CH3:58])[CH2:55][CH2:54][CH:53]([CH3:60])[CH2:52]1)(=[O:49])[CH2:34][CH2:35][C:36]([O:38][CH:39]1[CH:44]([CH:45]([CH3:47])[CH3:46])[CH2:43][CH2:42][CH:41]([CH3:48])[CH2:40]1)=[O:37].BrCCl.C(=O)C(C)C.Cl. Product: [C@H:34]1([C:33]([O:50][CH:51]2[CH:56]([CH:57]([CH3:59])[CH3:58])[CH2:55][CH2:54][CH:53]([CH3:60])[CH2:52]2)=[O:49])[CH2:1][C@@H:35]1[C:36]([O:38][CH:39]1[CH:44]([CH:45]([CH3:47])[CH3:46])[CH2:43][CH2:42][CH:41]([CH3:48])[CH2:40]1)=[O:37]. The catalyst class is: 7. (3) Reactant: [Cl:1][C:2]1[CH:9]=[C:8]([Cl:10])[CH:7]=[CH:6][C:3]=1[CH2:4]Cl.[Mg].[Cl:12][C:13]1[CH:20]=[CH:19][C:16]([C:17]#N)=[CH:15][CH:14]=1.CC[O:23]CC. Product: [Cl:1][C:2]1[CH:9]=[C:8]([Cl:10])[CH:7]=[CH:6][C:3]=1[CH2:4][C:17]([C:16]1[CH:19]=[CH:20][C:13]([Cl:12])=[CH:14][CH:15]=1)=[O:23]. The catalyst class is: 1. (4) Reactant: C([O:3][C:4]([C:6]1[N:7]([CH2:24][C:25]2[CH:30]=[CH:29][CH:28]=[CH:27][CH:26]=2)[CH:8]=[C:9]2[C:14](=[NH:15])[N:13]([CH2:16][C:17]3[CH:22]=[CH:21][CH:20]=[CH:19][CH:18]=3)[C:12](=[O:23])[NH:11][C:10]=12)=O)C.C[O-].[Na+]. Product: [CH2:16]([N:13]1[C:4](=[O:3])[C:6]2[N:7]([CH2:24][C:25]3[CH:30]=[CH:29][CH:28]=[CH:27][CH:26]=3)[CH:8]=[C:9]([C:14]#[N:15])[C:10]=2[NH:11][C:12]1=[O:23])[C:17]1[CH:22]=[CH:21][CH:20]=[CH:19][CH:18]=1. The catalyst class is: 5. (5) Reactant: [Br:1][C:2]1[CH:7]=[CH:6][C:5]([CH:8]2[CH2:11][CH2:10][NH:9]2)=[CH:4][CH:3]=1.C(N(CC)CC)C.[C:19](OC(=O)C)(=[O:21])[CH3:20].C(OCC)(=O)C. Product: [Br:1][C:2]1[CH:3]=[CH:4][C:5]([CH:8]2[CH2:11][CH2:10][N:9]2[C:19](=[O:21])[CH3:20])=[CH:6][CH:7]=1. The catalyst class is: 4.